From a dataset of Catalyst prediction with 721,799 reactions and 888 catalyst types from USPTO. Predict which catalyst facilitates the given reaction. Reactant: Cl.[Cl:2][C:3]1[CH:4]=[C:5]2[C:10](=[CH:11][CH:12]=1)[CH:9]=[C:8]([S:13]([N:16]1[CH2:21][CH2:20][N:19]([C:22]([C:24]3[S:32][C:31]4[CH2:30][CH2:29][NH:28][CH2:27][C:26]=4[CH:25]=3)=[O:23])[CH2:18][CH2:17]1)(=[O:15])=[O:14])[CH:7]=[CH:6]2.[CH2:33]([N:35](CC)CC)C.C([O-])(=O)C.[Na+].N#CBr. Product: [Cl:2][C:3]1[CH:4]=[C:5]2[C:10](=[CH:11][CH:12]=1)[CH:9]=[C:8]([S:13]([N:16]1[CH2:17][CH2:18][N:19]([C:22]([C:24]3[S:32][C:31]4[CH2:30][CH2:29][N:28]([C:33]#[N:35])[CH2:27][C:26]=4[CH:25]=3)=[O:23])[CH2:20][CH2:21]1)(=[O:15])=[O:14])[CH:7]=[CH:6]2. The catalyst class is: 412.